Predict which catalyst facilitates the given reaction. From a dataset of Catalyst prediction with 721,799 reactions and 888 catalyst types from USPTO. (1) The catalyst class is: 4. Product: [O:16]1[CH2:17][CH2:18][CH:13]([C:11]([N:5]2[CH2:10][CH2:9][N:8]([CH2:19][C:21]3[CH:22]=[C:23]4[C:28](=[CH:29][CH:30]=3)[CH2:27][N:26]([C:31]([O:33][C:34]([CH3:37])([CH3:36])[CH3:35])=[O:32])[CH2:25][CH2:24]4)[CH2:7][CH2:6]2)=[O:12])[CH2:14][CH2:15]1. Reactant: C(O)(=O)C.[N:5]1([C:11]([CH:13]2[CH2:18][CH2:17][O:16][CH2:15][CH2:14]2)=[O:12])[CH2:10][CH2:9][NH:8][CH2:7][CH2:6]1.[CH:19]([C:21]1[CH:22]=[C:23]2[C:28](=[CH:29][CH:30]=1)[CH2:27][N:26]([C:31]([O:33][C:34]([CH3:37])([CH3:36])[CH3:35])=[O:32])[CH2:25][CH2:24]2)=O.C(O[BH-](OC(=O)C)OC(=O)C)(=O)C.[Na+]. (2) Reactant: [F:1][C:2]([F:35])([F:34])[C:3]1[CH:4]=[C:5]([CH:27]=[C:28]([C:30]([F:33])([F:32])[F:31])[CH:29]=1)[CH2:6][O:7][C:8]1[CH:9]=[C:10]2[C:14](=[CH:15][CH:16]=1)[N:13]1[CH2:17][CH2:18][CH2:19][CH:20]([CH2:21][C:22]([O:24]CC)=[O:23])[C:12]1=[CH:11]2.[Li+].[OH-].C(O)(=O)CC(CC(O)=O)(C(O)=O)O. Product: [F:32][C:30]([F:31])([F:33])[C:28]1[CH:27]=[C:5]([CH:4]=[C:3]([C:2]([F:35])([F:34])[F:1])[CH:29]=1)[CH2:6][O:7][C:8]1[CH:9]=[C:10]2[C:14](=[CH:15][CH:16]=1)[N:13]1[CH2:17][CH2:18][CH2:19][CH:20]([CH2:21][C:22]([OH:24])=[O:23])[C:12]1=[CH:11]2. The catalyst class is: 38. (3) Reactant: [F:1][C:2]1[CH:7]=[CH:6][C:5]([C@@H:8]([NH:10][C:11]2[CH:12]=[C:13]([CH:17]=[C:18]([NH:20][C:21]3[CH:26]=[N:25][CH:24]=[CH:23][N:22]=3)[N:19]=2)[C:14]([OH:16])=O)[CH3:9])=[CH:4][CH:3]=1.[CH:27]([NH:30]C(C)C)(C)[CH3:28].F[P-](F)(F)(F)(F)F.N1(O[P+](N2CCCC2)(N2CCCC2)N2CCCC2)C2C=CC=CC=2N=N1.Cl.C(N)C. Product: [CH2:27]([NH:30][C:14](=[O:16])[C:13]1[CH:17]=[C:18]([NH:20][C:21]2[CH:26]=[N:25][CH:24]=[CH:23][N:22]=2)[N:19]=[C:11]([NH:10][C@H:8]([C:5]2[CH:4]=[CH:3][C:2]([F:1])=[CH:7][CH:6]=2)[CH3:9])[CH:12]=1)[CH3:28]. The catalyst class is: 434. (4) Product: [CH:37]([C:2]1[CH:7]=[CH:6][C:5]([CH:8]2[C:12]3[CH:13]=[C:14]([NH:19][C:20](=[O:26])[CH2:21][C:22]([CH3:23])([CH3:24])[CH3:25])[C:15]([CH3:18])=[C:16]([CH3:17])[C:11]=3[O:10][C:9]2([CH3:28])[CH3:27])=[CH:4][CH:3]=1)=[O:38]. Reactant: Br[C:2]1[CH:7]=[CH:6][C:5]([CH:8]2[C:12]3[CH:13]=[C:14]([NH:19][C:20](=[O:26])[CH2:21][C:22]([CH3:25])([CH3:24])[CH3:23])[C:15]([CH3:18])=[C:16]([CH3:17])[C:11]=3[O:10][C:9]2([CH3:28])[CH3:27])=[CH:4][CH:3]=1.C([Li])CCC.CN([CH:37]=[O:38])C.O. The catalyst class is: 1.